From a dataset of Peptide-MHC class I binding affinity with 185,985 pairs from IEDB/IMGT. Regression. Given a peptide amino acid sequence and an MHC pseudo amino acid sequence, predict their binding affinity value. This is MHC class I binding data. (1) The peptide sequence is NHINVEMSL. The MHC is HLA-B38:01 with pseudo-sequence HLA-B38:01. The binding affinity (normalized) is 0.638. (2) The MHC is H-2-Db with pseudo-sequence H-2-Db. The peptide sequence is RAILNAPVA. The binding affinity (normalized) is 0.655. (3) The peptide sequence is ILLRKGHVF. The MHC is HLA-A03:01 with pseudo-sequence HLA-A03:01. The binding affinity (normalized) is 0.0847. (4) The peptide sequence is LLGLCGFSAL. The MHC is HLA-A02:03 with pseudo-sequence HLA-A02:03. The binding affinity (normalized) is 0.755. (5) The peptide sequence is RTRPRWIPA. The MHC is HLA-A30:01 with pseudo-sequence HLA-A30:01. The binding affinity (normalized) is 1.00. (6) The peptide sequence is LSILPFFIV. The MHC is HLA-B51:01 with pseudo-sequence HLA-B51:01. The binding affinity (normalized) is 0.0847. (7) The peptide sequence is YLPYDIFCR. The MHC is HLA-A02:12 with pseudo-sequence HLA-A02:12. The binding affinity (normalized) is 0.0847. (8) The peptide sequence is DMYDQQLSV. The MHC is HLA-B27:05 with pseudo-sequence HLA-B27:05. The binding affinity (normalized) is 0.0847. (9) The peptide sequence is LFFPFGLFK. The MHC is HLA-A26:03 with pseudo-sequence HLA-A26:03. The binding affinity (normalized) is 0.0847.